The task is: Predict the reactants needed to synthesize the given product.. This data is from Full USPTO retrosynthesis dataset with 1.9M reactions from patents (1976-2016). (1) Given the product [CH2:16]([O:18][C:19](=[O:31])[C:20]([C:22]1[C:30]2[C:25](=[CH:26][CH:27]=[CH:28][N:29]=2)[N:24]([C:9]([O:11][C:12]([CH3:13])([CH3:14])[CH3:15])=[O:10])[CH:23]=1)=[O:21])[CH3:17], predict the reactants needed to synthesize it. The reactants are: [C:12]([O:11][C:9](O[C:9]([O:11][C:12]([CH3:15])([CH3:14])[CH3:13])=[O:10])=[O:10])([CH3:15])([CH3:14])[CH3:13].[CH2:16]([O:18][C:19](=[O:31])[C:20]([C:22]1[C:30]2[C:25](=[CH:26][CH:27]=[CH:28][N:29]=2)[NH:24][CH:23]=1)=[O:21])[CH3:17]. (2) Given the product [F:14][C:15]1([F:19])[CH2:18][N:17]([C:2]2[N:7]=[CH:6][C:5]([CH2:8][C:9]([O:11][CH3:12])=[O:10])=[CH:4][CH:3]=2)[CH2:16]1, predict the reactants needed to synthesize it. The reactants are: Cl[C:2]1[N:7]=[CH:6][C:5]([CH2:8][C:9]([O:11][CH3:12])=[O:10])=[CH:4][CH:3]=1.Cl.[F:14][C:15]1([F:19])[CH2:18][NH:17][CH2:16]1.CC1(C)C2C(=C(P(C3C=CC=CC=3)C3C=CC=CC=3)C=CC=2)OC2C(P(C3C=CC=CC=3)C3C=CC=CC=3)=CC=CC1=2.C([O-])([O-])=O.[Cs+].[Cs+]. (3) Given the product [CH2:11]([N:18]1[C:31]2[C:26](=[CH:27][C:28]([CH2:2][CH:3]3[CH2:10][CH2:9][CH2:8][CH2:7][CH2:6][CH2:5][CH2:4]3)=[CH:29][CH:30]=2)[C:20]2([CH2:21][CH2:22][NH:23][CH2:24][CH2:25]2)[C:19]1=[O:32])[C:12]1[CH:17]=[CH:16][CH:15]=[CH:14][CH:13]=1, predict the reactants needed to synthesize it. The reactants are: Br[CH2:2][CH:3]1[CH2:10][CH2:9][CH2:8][CH2:7][CH2:6][CH2:5][CH2:4]1.[CH2:11]([N:18]1[C:31]2[C:26](=[CH:27][CH:28]=[CH:29][CH:30]=2)[C:20]2([CH2:25][CH2:24][NH:23][CH2:22][CH2:21]2)[C:19]1=[O:32])[C:12]1[CH:17]=[CH:16][CH:15]=[CH:14][CH:13]=1.C(=O)([O-])[O-].[K+].[K+].[I-].[K+]. (4) The reactants are: [F:1][C:2]1[CH:21]=[C:20]([N+:22]([O-])=O)[CH:19]=[CH:18][C:3]=1[O:4][C:5]1[CH:10]=[CH:9][N:8]=[C:7]([NH:11][C:12]([C:14]2([CH3:17])[CH2:16][CH2:15]2)=[O:13])[CH:6]=1. Given the product [NH2:22][C:20]1[CH:19]=[CH:18][C:3]([O:4][C:5]2[CH:10]=[CH:9][N:8]=[C:7]([NH:11][C:12]([C:14]3([CH3:17])[CH2:16][CH2:15]3)=[O:13])[CH:6]=2)=[C:2]([F:1])[CH:21]=1, predict the reactants needed to synthesize it.